This data is from TCR-epitope binding with 47,182 pairs between 192 epitopes and 23,139 TCRs. The task is: Binary Classification. Given a T-cell receptor sequence (or CDR3 region) and an epitope sequence, predict whether binding occurs between them. (1) The epitope is FADDLNQLTGY. The TCR CDR3 sequence is CASSWDRGDGDTQYF. Result: 0 (the TCR does not bind to the epitope). (2) The epitope is FLYALALLL. The TCR CDR3 sequence is CASSLELGSSYNEQFF. Result: 0 (the TCR does not bind to the epitope). (3) Result: 0 (the TCR does not bind to the epitope). The epitope is KPLEFGATSAAL. The TCR CDR3 sequence is CASSLKGVSSYEQYF. (4) The epitope is HTTDPSFLGRY. The TCR CDR3 sequence is CASSPEPGLAVSTGELFF. Result: 0 (the TCR does not bind to the epitope). (5) The epitope is TPINLVRDL. The TCR CDR3 sequence is CASSLSIPGGQYEQYF. Result: 0 (the TCR does not bind to the epitope). (6) The epitope is FVDGVPFVV. The TCR CDR3 sequence is CASSPLGGHHTGANVLTF. Result: 0 (the TCR does not bind to the epitope).